From a dataset of Forward reaction prediction with 1.9M reactions from USPTO patents (1976-2016). Predict the product of the given reaction. (1) Given the reactants [CH3:1][O:2][C:3](=[O:13])[CH:4]([C:6]1[CH:11]=[CH:10][CH:9]=[C:8](Br)[N:7]=1)O.[CH3:14][O:15][C:16]1[CH:21]=[CH:20][CH:19]=[CH:18][C:17]=1[C:22]1[C:30]2[C:25](=[N:26][CH:27]=[C:28](B3OC(C)(C)C(C)(C)O3)[CH:29]=2)[N:24]([CH2:40][O:41][CH2:42][CH2:43][Si:44]([CH3:47])([CH3:46])[CH3:45])[N:23]=1.[OH2:48], predict the reaction product. The product is: [CH3:1][O:2][C:3](=[O:13])[CH2:4][C:6]1[CH:11]=[CH:10][C:9]([OH:48])=[C:8]([C:28]2[CH:29]=[C:30]3[C:22]([C:17]4[CH:18]=[CH:19][CH:20]=[CH:21][C:16]=4[O:15][CH3:14])=[N:23][N:24]([CH2:40][O:41][CH2:42][CH2:43][Si:44]([CH3:45])([CH3:47])[CH3:46])[C:25]3=[N:26][CH:27]=2)[N:7]=1. (2) Given the reactants [CH3:1][O:2][C:3]1[CH:4]=[C:5]([C:9]2[C:10]([C:31]3[CH:36]=[CH:35][N:34]=[CH:33][CH:32]=3)=[N:11][N:12]3[C:17]([CH:18]4[CH2:24][CH:23]5[N:25](C(OCC)=O)[CH:20]([CH2:21][CH2:22]5)[CH2:19]4)=[CH:16][CH:15]=[N:14][C:13]=23)[CH:6]=[CH:7][CH:8]=1.I[Si](C)(C)C, predict the reaction product. The product is: [CH:20]12[NH:25][CH:23]([CH2:22][CH2:21]1)[CH2:24][CH:18]([C:17]1[N:12]3[N:11]=[C:10]([C:31]4[CH:32]=[CH:33][N:34]=[CH:35][CH:36]=4)[C:9]([C:5]4[CH:6]=[CH:7][CH:8]=[C:3]([O:2][CH3:1])[CH:4]=4)=[C:13]3[N:14]=[CH:15][CH:16]=1)[CH2:19]2. (3) Given the reactants [F:1][C:2]1[CH:17]=[CH:16][C:5]([CH2:6][O:7][C:8]2[CH:9]=[CH:10][C:11]([CH:14]=O)=[N:12][CH:13]=2)=[CH:4][CH:3]=1.[CH3:18][O:19][C:20](=[O:39])[CH:21](P(OC)(OC)=O)[O:22][C:23]([O:25][C:26]([CH3:32])([CH3:31])[C:27]([Cl:30])([Cl:29])[Cl:28])=[O:24].C[Si](N[Si](C)(C)C)(C)C.[Li].[Cl-].[NH4+], predict the reaction product. The product is: [CH3:18][O:19][C:20](=[O:39])[C:21]([O:22][C:23]([O:25][C:26]([CH3:31])([CH3:32])[C:27]([Cl:28])([Cl:30])[Cl:29])=[O:24])=[CH:14][C:11]1[CH:10]=[CH:9][C:8]([O:7][CH2:6][C:5]2[CH:16]=[CH:17][C:2]([F:1])=[CH:3][CH:4]=2)=[CH:13][N:12]=1. (4) Given the reactants Cl[C:2]1[C:3]2[N:4]([CH:14]=[N:15][C:16]=2[CH3:17])[C:5]2[N:11]=[C:10]([O:12][CH3:13])[CH:9]=[CH:8][C:6]=2[N:7]=1.[CH3:18][Mg+].[Br-].[NH4+].[Cl-], predict the reaction product. The product is: [CH3:13][O:12][C:10]1[CH:9]=[CH:8][C:6]2[N:7]=[C:2]([CH3:18])[C:3]3[N:4]([CH:14]=[N:15][C:16]=3[CH3:17])[C:5]=2[N:11]=1.